This data is from Peptide-MHC class I binding affinity with 185,985 pairs from IEDB/IMGT. The task is: Regression. Given a peptide amino acid sequence and an MHC pseudo amino acid sequence, predict their binding affinity value. This is MHC class I binding data. (1) The peptide sequence is KTGGPIYKR. The MHC is HLA-A31:01 with pseudo-sequence HLA-A31:01. The binding affinity (normalized) is 0.400. (2) The peptide sequence is LFFPFGLFK. The MHC is HLA-A02:03 with pseudo-sequence HLA-A02:03. The binding affinity (normalized) is 0.0847. (3) The peptide sequence is AWPLIVTAL. The MHC is HLA-A01:01 with pseudo-sequence HLA-A01:01. The binding affinity (normalized) is 0.0717.